From a dataset of Full USPTO retrosynthesis dataset with 1.9M reactions from patents (1976-2016). Predict the reactants needed to synthesize the given product. (1) Given the product [C:1]([NH:4][S:5]([C:8]1[CH:9]=[C:10]([C:18]2[CH:23]=[CH:22][CH:21]=[C:20]([S:24]([NH2:27])(=[O:26])=[O:25])[CH:19]=2)[C:11]([OH:16])=[C:12]([CH:14]=[O:15])[CH:13]=1)(=[O:7])=[O:6])(=[O:3])[CH3:2], predict the reactants needed to synthesize it. The reactants are: [C:1]([NH:4][S:5]([C:8]1[CH:9]=[C:10]([C:18]2[CH:23]=[CH:22][CH:21]=[C:20]([S:24]([NH:27]C(C)(C)C)(=[O:26])=[O:25])[CH:19]=2)[C:11]([O:16]C)=[C:12]([CH:14]=[O:15])[CH:13]=1)(=[O:7])=[O:6])(=[O:3])[CH3:2]. (2) Given the product [O:9]=[C:6]1[CH2:7][CH2:8][N:3]([C:11]([O:13][CH2:14][C:15]2[CH:20]=[CH:19][CH:18]=[CH:17][CH:16]=2)=[O:12])[CH2:4][CH2:5]1, predict the reactants needed to synthesize it. The reactants are: Cl.O.[NH:3]1[CH2:8][CH2:7][C:6](=[O:9])[CH2:5][CH2:4]1.Cl[C:11]([O:13][CH2:14][C:15]1[CH:20]=[CH:19][CH:18]=[CH:17][CH:16]=1)=[O:12].C([O-])(O)=O.[Na+]. (3) Given the product [C:1]([O:5][C@@H:6]([C:12]1[C:31]([CH3:32])=[CH:30][C:15]2[N:16]=[C:17]([C:19]3[CH:20]=[C:21]4[C:25](=[CH:26][CH:27]=3)[C:24](=[O:28])[N:23]([CH3:29])[CH2:22]4)[S:18][C:14]=2[C:13]=1[C:33]1[CH:38]=[CH:37][C:36]([Cl:39])=[CH:35][CH:34]=1)[C:7]([OH:9])=[O:8])([CH3:4])([CH3:2])[CH3:3], predict the reactants needed to synthesize it. The reactants are: [C:1]([O:5][C@@H:6]([C:12]1[C:31]([CH3:32])=[CH:30][C:15]2[N:16]=[C:17]([C:19]3[CH:20]=[C:21]4[C:25](=[CH:26][CH:27]=3)[C:24](=[O:28])[N:23]([CH3:29])[CH2:22]4)[S:18][C:14]=2[C:13]=1[C:33]1[CH:38]=[CH:37][C:36]([Cl:39])=[CH:35][CH:34]=1)[C:7]([O:9]CC)=[O:8])([CH3:4])([CH3:3])[CH3:2].[OH-].[Na+]. (4) Given the product [F:23][C:24]1[CH:25]=[C:26]([C:2]2[CH:3]=[C:4]3[C@@:15]4([CH2:20][CH2:19][O:18][C:17]([NH2:21])=[N:16]4)[C:14]4[CH:13]=[C:12]([C:38]5[CH:37]=[CH:36][N:35]=[C:34]([F:33])[CH:39]=5)[N:11]=[CH:10][C:9]=4[O:8][C:5]3=[CH:6][CH:7]=2)[CH:27]=[N:28][CH:29]=1, predict the reactants needed to synthesize it. The reactants are: Br[C:2]1[CH:3]=[C:4]2[C@@:15]3([CH2:20][CH2:19][O:18][C:17]([NH2:21])=[N:16]3)[C:14]3[CH:13]=[C:12](Cl)[N:11]=[CH:10][C:9]=3[O:8][C:5]2=[CH:6][CH:7]=1.[F:23][C:24]1[CH:25]=[C:26](B(O)O)[CH:27]=[N:28][CH:29]=1.[F:33][C:34]1[CH:39]=[C:38](B(O)O)[CH:37]=[CH:36][N:35]=1. (5) Given the product [CH3:1][C@@:2]12[C@H:11]3[CH2:12][CH2:13][C@:14]4([CH3:27])[C@@H:18]([C:19]5[CH:25]=[CH:24][C:22](=[O:23])[O:21][CH:20]=5)[CH2:17][CH2:16][C@:15]4([OH:26])[C@@H:10]3[CH2:9][CH2:8][C:7]1=[CH:6][C:5](=[O:28])[CH2:4][CH2:3]2, predict the reactants needed to synthesize it. The reactants are: [CH3:1][C@@:2]12[C@H:11]3[CH2:12][CH2:13][C@:14]4([CH3:27])[C@@H:18]([C:19]5[CH:25]=[CH:24][C:22](=[O:23])[O:21][CH:20]=5)[CH2:17][CH2:16][C@:15]4([OH:26])[C@@H:10]3[CH2:9][CH2:8][C:7]1=[CH:6][C@@H:5]([OH:28])[CH2:4][CH2:3]2.[Cr](Cl)([O-])(=O)=O.[NH+]1C=CC=CC=1. (6) Given the product [N:17]#[N:18].[NH:6]=[CH:5][C:14]1[C:13](=[O:12])[N:18]([C:19]2[CH:20]=[CH:21][CH:22]=[CH:23][CH:24]=2)[N:17]=[C:16]([C:25]([NH:27][NH2:28])=[O:26])[C:15]=1[S:29][C:30]1[CH:35]=[CH:34][CH:33]=[CH:32][CH:31]=1, predict the reactants needed to synthesize it. The reactants are: C(O)(=O)C.[CH:5](N)=[NH:6].CC[O-].[Na+].[O:12]=[C:13]1[N:18]([C:19]2[CH:24]=[CH:23][CH:22]=[CH:21][CH:20]=2)[N:17]=[C:16]([C:25]([NH:27][NH2:28])=[O:26])[C:15]([S:29][C:30]2[CH:35]=[CH:34][CH:33]=[CH:32][CH:31]=2)=[CH:14]1.